This data is from Forward reaction prediction with 1.9M reactions from USPTO patents (1976-2016). The task is: Predict the product of the given reaction. Given the reactants [Cl:1][C:2]1[CH:3]=[CH:4][C:5]2[CH2:11][NH:10][CH2:9][CH:8]([CH2:12][CH2:13][C:14]([F:17])([F:16])[F:15])[O:7][C:6]=2[N:18]=1.C=O.[C:21](O[BH-](OC(=O)C)OC(=O)C)(=O)C.[Na+], predict the reaction product. The product is: [Cl:1][C:2]1[CH:3]=[CH:4][C:5]2[CH2:11][N:10]([CH3:21])[CH2:9][CH:8]([CH2:12][CH2:13][C:14]([F:17])([F:16])[F:15])[O:7][C:6]=2[N:18]=1.